From a dataset of Full USPTO retrosynthesis dataset with 1.9M reactions from patents (1976-2016). Predict the reactants needed to synthesize the given product. Given the product [CH2:3]([O:4][C:5](=[O:7])[CH2:6][N:15]1[CH2:20][CH2:19][CH2:18][CH2:17][CH2:16]1)[CH3:2], predict the reactants needed to synthesize it. The reactants are: Br[CH2:2][CH2:3][O:4][C:5](=[O:7])[CH3:6].CCN(CC)CC.[NH:15]1[CH2:20][CH2:19][CH2:18][CH2:17][CH2:16]1.